From a dataset of Full USPTO retrosynthesis dataset with 1.9M reactions from patents (1976-2016). Predict the reactants needed to synthesize the given product. (1) Given the product [CH2:12]([C:19]1([N:29]([CH3:30])[CH3:31])[CH2:28][CH2:27][C:22]2([CH2:26][CH2:25][N:24]([CH2:6][CH:1]3[CH2:5][CH2:4][CH2:3][CH2:2]3)[CH2:23]2)[CH2:21][CH2:20]1)[C:13]1[CH:14]=[CH:15][CH:16]=[CH:17][CH:18]=1, predict the reactants needed to synthesize it. The reactants are: [CH:1]1([CH:6]=O)[CH2:5][CH2:4][CH2:3][CH2:2]1.C(O)(=O)C.[CH2:12]([C:19]1([N:29]([CH3:31])[CH3:30])[CH2:28][CH2:27][C:22]2([CH2:26][CH2:25][NH:24][CH2:23]2)[CH2:21][CH2:20]1)[C:13]1[CH:18]=[CH:17][CH:16]=[CH:15][CH:14]=1.C([BH3-])#N.[Na+]. (2) Given the product [O:23]=[S:24]1(=[O:49])[C:29]2[CH:30]=[C:31]([O:34][C:35]3[CH:40]=[CH:39][C:38]([CH2:41][CH2:42][C:43]([NH2:2])=[O:44])=[CH:37][CH:36]=3)[CH:32]=[CH:33][C:28]=2[N:27]2[CH2:46][CH2:47][CH2:48][C:26]2=[N:25]1, predict the reactants needed to synthesize it. The reactants are: C[N:2](C(ON1N=NC2C=CC=CC1=2)=[N+](C)C)C.[B-](F)(F)(F)F.[O:23]=[S:24]1(=[O:49])[C:29]2[CH:30]=[C:31]([O:34][C:35]3[CH:40]=[CH:39][C:38]([CH2:41][CH2:42][C:43](O)=[O:44])=[CH:37][CH:36]=3)[CH:32]=[CH:33][C:28]=2[N:27]2[CH2:46][CH2:47][CH2:48][C:26]2=[N:25]1.C(N(C(C)C)CC)(C)C.N.Cl. (3) The reactants are: [C:1]([C:4]1[C:5]([CH3:13])=[C:6]([C:11]#[N:12])[N:7]([CH3:10])[C:8]=1[CH3:9])(=[O:3])[CH3:2].C(O[CH:19](N(C)C)[N:20]([CH3:22])[CH3:21])(C)(C)C.C(OCC)C. Given the product [CH3:19][N:20]([CH3:22])[CH:21]=[CH:2][C:1]([C:4]1[C:5]([CH3:13])=[C:6]([C:11]#[N:12])[N:7]([CH3:10])[C:8]=1[CH3:9])=[O:3], predict the reactants needed to synthesize it. (4) The reactants are: [CH2:1]([N:8]1[CH:16]=[C:15]2[C:10]([CH:11]=[C:12]([C:17]3[CH:18]=[C:19]([CH:27]4[CH2:32][CH2:31][CH2:30][CH2:29][NH:28]4)[N:20]4[C:25]=3[C:24]([NH2:26])=[N:23][CH:22]=[N:21]4)[CH:13]=[CH:14]2)=[N:9]1)[C:2]1[CH:7]=[CH:6][CH:5]=[CH:4][CH:3]=1.[CH3:33][N:34]([CH3:39])[CH2:35][C:36](O)=[O:37].CCN=C=NCCCN(C)C.Cl.C1C=CC2N(O)N=NC=2C=1.C(N(CC)C(C)C)(C)C. Given the product [CH2:1]([N:8]1[CH:16]=[C:15]2[C:10]([CH:11]=[C:12]([C:17]3[CH:18]=[C:19]([CH:27]4[CH2:32][CH2:31][CH2:30][CH2:29][N:28]4[C:36](=[O:37])[CH2:35][N:34]([CH3:39])[CH3:33])[N:20]4[C:25]=3[C:24]([NH2:26])=[N:23][CH:22]=[N:21]4)[CH:13]=[CH:14]2)=[N:9]1)[C:2]1[CH:3]=[CH:4][CH:5]=[CH:6][CH:7]=1, predict the reactants needed to synthesize it.